From a dataset of Catalyst prediction with 721,799 reactions and 888 catalyst types from USPTO. Predict which catalyst facilitates the given reaction. (1) Reactant: [H-].[Na+].[CH:3]1[C:8]([C:9]([OH:11])=[O:10])=[CH:7][CH:6]=[C:5]([SH:12])[CH:4]=1.[CH2:13]([O:20][C:21]1[CH:26]=[CH:25][CH:24]=[CH:23][C:22]=1[CH2:27]Br)[C:14]1[CH:19]=[CH:18][CH:17]=[CH:16][CH:15]=1.O. Product: [CH2:13]([O:20][C:21]1[CH:26]=[CH:25][CH:24]=[CH:23][C:22]=1[CH2:27][S:12][C:5]1[CH:6]=[CH:7][C:8]([C:9]([OH:11])=[O:10])=[CH:3][CH:4]=1)[C:14]1[CH:15]=[CH:16][CH:17]=[CH:18][CH:19]=1. The catalyst class is: 640. (2) Reactant: [CH2:1]([O:3][C:4]([C:6]1[NH:7][N:8]=[C:9]([C:11]2[S:15][C:14]([C:16]3[CH:21]=[CH:20][CH:19]=[CH:18][CH:17]=3)=[N:13][CH:12]=2)[CH:10]=1)=[O:5])[CH3:2].S(Cl)([Cl:25])(=O)=O. Product: [CH2:1]([O:3][C:4]([C:6]1[NH:7][N:8]=[C:9]([C:11]2[S:15][C:14]([C:16]3[CH:21]=[CH:20][CH:19]=[CH:18][CH:17]=3)=[N:13][CH:12]=2)[C:10]=1[Cl:25])=[O:5])[CH3:2]. The catalyst class is: 96. (3) Reactant: [CH:1]1[C:10]2[C:5](=[CH:6][CH:7]=[CH:8][CH:9]=2)[CH:4]=[CH:3][C:2]=1[C:11]1[N:12]=[C:13]([NH:16][C:17]([CH:19]2[CH2:23][CH2:22][CH2:21][CH:20]2[C:24]([O:26]C)=[O:25])=[O:18])[S:14][CH:15]=1.[OH-].[Li+]. Product: [CH:1]1[C:10]2[C:5](=[CH:6][CH:7]=[CH:8][CH:9]=2)[CH:4]=[CH:3][C:2]=1[C:11]1[N:12]=[C:13]([NH:16][C:17]([C@@H:19]2[CH2:23][CH2:22][CH2:21][C@H:20]2[C:24]([OH:26])=[O:25])=[O:18])[S:14][CH:15]=1. The catalyst class is: 30.